The task is: Predict the reaction yield, written as a fraction of the theoretical maximum amount of product (1.0 means a 100% yield; for example, 0.34 means a 34% yield).. This data is from Reaction yield outcomes from USPTO patents with 853,638 reactions. The reactants are C(OC([N:8]1[CH2:13][CH2:12][CH:11]([C:14]2[CH:19]=[CH:18][CH:17]=[C:16]([C:20](=[O:33])[N:21]([CH3:32])[CH:22]3[C:31]4[C:26](=[CH:27][CH:28]=[CH:29][CH:30]=4)[CH2:25][CH2:24][CH2:23]3)[N:15]=2)[CH2:10][CH2:9]1)=O)(C)(C)C.[ClH:34].O1CCOCC1. No catalyst specified. The product is [ClH:34].[CH3:32][N:21]([CH:22]1[C:31]2[C:26](=[CH:27][CH:28]=[CH:29][CH:30]=2)[CH2:25][CH2:24][CH2:23]1)[C:20]([C:16]1[N:15]=[C:14]([C:11]2[CH:12]=[CH:13][N:8]=[CH:9][CH:10]=2)[CH:19]=[CH:18][CH:17]=1)=[O:33]. The yield is 0.930.